From a dataset of Catalyst prediction with 721,799 reactions and 888 catalyst types from USPTO. Predict which catalyst facilitates the given reaction. (1) Reactant: [O:1]([C:8]1[C:9]([NH2:18])=[N:10][CH:11]=[C:12]([C:14]([F:17])([F:16])[F:15])[CH:13]=1)[C:2]1[CH:7]=[CH:6][CH:5]=[CH:4][CH:3]=1.[C:19]([N:27]=[C:28]=[S:29])(=[O:26])[C:20]1[CH:25]=[CH:24][CH:23]=[CH:22][CH:21]=1. Product: [C:19]([NH:27][C:28]([NH:18][C:9]1[C:8]([O:1][C:2]2[CH:3]=[CH:4][CH:5]=[CH:6][CH:7]=2)=[CH:13][C:12]([C:14]([F:17])([F:15])[F:16])=[CH:11][N:10]=1)=[S:29])(=[O:26])[C:20]1[CH:25]=[CH:24][CH:23]=[CH:22][CH:21]=1. The catalyst class is: 1. (2) Reactant: [C:1]1([C:17]2[CH:22]=[CH:21][CH:20]=[CH:19][CH:18]=2)[CH:6]=[CH:5][C:4]([CH:7]([NH:15][CH3:16])[CH2:8][N:9]2[CH2:14][CH2:13][O:12][CH2:11][CH2:10]2)=[CH:3][CH:2]=1.[CH3:23][C:24]1[CH:25]=[C:26]2[C:31](=[CH:32][C:33]=1[CH3:34])[N:30]([CH2:35][C:36]([OH:38])=O)[C:29](=[O:39])[CH:28]=[N:27]2.C(N(C(C)C)CC)(C)C. Product: [C:1]1([C:17]2[CH:22]=[CH:21][CH:20]=[CH:19][CH:18]=2)[CH:2]=[CH:3][C:4]([CH:7]([N:15]([CH3:16])[C:36](=[O:38])[CH2:35][N:30]2[C:31]3[C:26](=[CH:25][C:24]([CH3:23])=[C:33]([CH3:34])[CH:32]=3)[N:27]=[CH:28][C:29]2=[O:39])[CH2:8][N:9]2[CH2:10][CH2:11][O:12][CH2:13][CH2:14]2)=[CH:5][CH:6]=1. The catalyst class is: 9. (3) Reactant: [NH2:1][C:2]1[CH:7]=[C:6]([CH2:8][N:9]([C:16]([O:18][CH2:19][C:20]2[CH:25]=[CH:24][CH:23]=[CH:22][CH:21]=2)=[O:17])[C@H:10]([C:12]([CH3:15])([CH3:14])[CH3:13])[CH3:11])[CH:5]=[CH:4][C:3]=1[NH:26][CH2:27][O:28][C:29]([N:31]1[CH2:35][CH2:34][CH2:33][CH2:32]1)=[O:30].[N:36]#[C:37]Br.C(Cl)Cl.CO. Product: [CH2:19]([O:18][C:16]([N:9]([CH2:8][C:6]1[CH:5]=[CH:4][C:3]2[N:26]([CH2:27][O:28][C:29]([N:31]3[CH2:32][CH2:33][CH2:34][CH2:35]3)=[O:30])[C:37](=[NH:36])[NH:1][C:2]=2[CH:7]=1)[C@H:10]([C:12]([CH3:15])([CH3:14])[CH3:13])[CH3:11])=[O:17])[C:20]1[CH:25]=[CH:24][CH:23]=[CH:22][CH:21]=1. The catalyst class is: 8. (4) Reactant: [F:1][C:2]1[CH:29]=[CH:28][CH:27]=[C:26]([F:30])[C:3]=1[C:4]([NH:6][C:7]1[S:8][C:9]([C:16]2[CH:21]=[CH:20][CH:19]=[C:18]([C:22]([F:25])([F:24])[F:23])[CH:17]=2)=[C:10]([C:12](O)([CH3:14])[CH3:13])[N:11]=1)=[O:5].C(O)(C(F)(F)F)=O. Product: [F:1][C:2]1[CH:29]=[CH:28][CH:27]=[C:26]([F:30])[C:3]=1[C:4]([NH:6][C:7]1[S:8][C:9]([C:16]2[CH:21]=[CH:20][CH:19]=[C:18]([C:22]([F:23])([F:24])[F:25])[CH:17]=2)=[C:10]([C:12]([CH3:14])=[CH2:13])[N:11]=1)=[O:5]. The catalyst class is: 11. (5) Reactant: [CH3:1][C:2]1[N:3]([C:8]2[C:17]3[CH2:16][CH2:15][CH2:14][CH2:13][C:12]=3[C:11]([CH3:18])=[CH:10][CH:9]=2)[C:4]([SH:7])=[N:5][N:6]=1.[Cl:19][C:20]1[C:25]([NH:26][C:27](=[O:30])[CH2:28]Cl)=[CH:24][CH:23]=[CH:22][N:21]=1.C(=O)([O-])[O-].[K+].[K+].O. Product: [Cl:19][C:20]1[C:25]([NH:26][C:27](=[O:30])[CH2:28][S:7][C:4]2[N:3]([C:8]3[C:17]4[CH2:16][CH2:15][CH2:14][CH2:13][C:12]=4[C:11]([CH3:18])=[CH:10][CH:9]=3)[C:2]([CH3:1])=[N:6][N:5]=2)=[CH:24][CH:23]=[CH:22][N:21]=1. The catalyst class is: 9. (6) Reactant: [CH2:1]([C:3]1([CH2:7][OH:8])[CH2:6][O:5][CH2:4]1)[CH3:2].[S:9](Cl)([C:12]1[CH:18]=[CH:17][C:15]([CH3:16])=[CH:14][CH:13]=1)(=[O:11])=[O:10].CCN(CC)CC. Product: [CH3:16][C:15]1[CH:17]=[CH:18][C:12]([S:9]([O:8][CH2:7][C:3]2([CH2:1][CH3:2])[CH2:6][O:5][CH2:4]2)(=[O:11])=[O:10])=[CH:13][CH:14]=1. The catalyst class is: 142. (7) Reactant: [Cl:1][C:2]1[N:7]=[C:6](Cl)[CH:5]=[CH:4][N:3]=1.C(N(CC)C(C)C)(C)C.[I:18][C:19]1[CH:20]=[C:21]([CH:23]=[CH:24][CH:25]=1)[NH2:22]. Product: [Cl:1][C:2]1[N:7]=[C:6]([NH:22][C:21]2[CH:23]=[CH:24][CH:25]=[C:19]([I:18])[CH:20]=2)[CH:5]=[CH:4][N:3]=1. The catalyst class is: 60.